This data is from Catalyst prediction with 721,799 reactions and 888 catalyst types from USPTO. The task is: Predict which catalyst facilitates the given reaction. (1) Reactant: N(C(C)C)C(C)C.[Li]CCCC.I[C:14]1[CH:21]=[CH:20][C:19]([Cl:22])=[CH:18][C:15]=1[CH2:16][OH:17].[CH:23](=[N:25][S:26]([C:28]([CH3:31])([CH3:30])[CH3:29])=[O:27])[CH3:24].[NH4+].[Cl-]. Product: [C:28]([S:26]([NH:25][CH:23]([C:14]1[CH:21]=[CH:20][C:19]([Cl:22])=[CH:18][C:15]=1[CH2:16][OH:17])[CH3:24])=[O:27])([CH3:31])([CH3:30])[CH3:29]. The catalyst class is: 1. (2) Reactant: [Mg].Br[C:3]1[CH:8]=[CH:7][C:6]([C:9]([F:12])([F:11])[F:10])=[CH:5][CH:4]=1.[Br:13][C:14]1[C:15](/[CH:20]=[N:21]/[S@:22]([C:24]([CH3:27])([CH3:26])[CH3:25])=[O:23])=[N:16][CH:17]=[CH:18][CH:19]=1. Product: [Br:13][C:14]1[C:15]([CH:20]([NH:21][S@:22]([C:24]([CH3:27])([CH3:26])[CH3:25])=[O:23])[C:3]2[CH:8]=[CH:7][C:6]([C:9]([F:12])([F:11])[F:10])=[CH:5][CH:4]=2)=[N:16][CH:17]=[CH:18][CH:19]=1. The catalyst class is: 1. (3) Reactant: [CH2:1]([C@:3]12[CH2:27][CH2:26][C@:25]([C:29]([F:32])([F:31])[F:30])([OH:28])[CH2:24][C@@H:4]1[CH2:5][CH2:6][CH2:7][C:8]1[C:9]2=[CH:10][C:11]2[CH:12]=[N:13][N:14]([C:17]3[CH:22]=[CH:21][C:20]([F:23])=[CH:19][CH:18]=3)[C:15]=2[CH:16]=1)[CH3:2].[H-].[Na+].Br[CH2:36][C:37]([O:39]CC)=O.CO.[NH3:44]. Product: [CH2:1]([C@:3]12[CH2:27][CH2:26][C@@:25]([O:28][CH2:36][C:37]([NH2:44])=[O:39])([C:29]([F:32])([F:31])[F:30])[CH2:24][C@@H:4]1[CH2:5][CH2:6][CH2:7][C:8]1[C:9]2=[CH:10][C:11]2[CH:12]=[N:13][N:14]([C:17]3[CH:18]=[CH:19][C:20]([F:23])=[CH:21][CH:22]=3)[C:15]=2[CH:16]=1)[CH3:2]. The catalyst class is: 3. (4) Reactant: Br[CH2:2][CH2:3][O:4][C:5]1[CH:10]=[CH:9][C:8]([CH2:11][C:12]([NH:14][C:15]2[CH:20]=[CH:19][CH:18]=[C:17]([CH:21]3[CH2:26][CH2:25][CH:24]([C:27]([CH3:30])([CH3:29])[CH3:28])[CH2:23][CH2:22]3)[CH:16]=2)=[O:13])=[CH:7][C:6]=1[O:31][CH3:32].[NH2:33][CH2:34][CH2:35][OH:36].C(N(CC)CC)C.C(Cl)(Cl)Cl. Product: [C:27]([CH:24]1[CH2:25][CH2:26][CH:21]([C:17]2[CH:16]=[C:15]([NH:14][C:12](=[O:13])[CH2:11][C:8]3[CH:9]=[CH:10][C:5]([O:4][CH2:3][CH2:2][NH:33][CH2:34][CH2:35][OH:36])=[C:6]([O:31][CH3:32])[CH:7]=3)[CH:20]=[CH:19][CH:18]=2)[CH2:22][CH2:23]1)([CH3:30])([CH3:29])[CH3:28]. The catalyst class is: 10. (5) Reactant: C([N:8]1[C@@H:13]2[C@H:14]([C:16]([OH:19])([CH3:18])[CH3:17])[CH2:15][C@@:9]1([C:36]1[CH:41]=[CH:40][CH:39]=[CH:38][CH:37]=1)[C@H:10]([O:20][CH2:21][C:22]1[CH:27]=[C:26]([C:28]([F:31])([F:30])[F:29])[CH:25]=[C:24]([C:32]([F:35])([F:34])[F:33])[CH:23]=1)[CH2:11][CH2:12]2)C1C=CC=CC=1. Product: [F:30][C:28]([F:29])([F:31])[C:26]1[CH:27]=[C:22]([CH2:21][O:20][C@@H:10]2[CH2:11][CH2:12][C@@H:13]3[NH:8][C@@:9]2([C:36]2[CH:41]=[CH:40][CH:39]=[CH:38][CH:37]=2)[CH2:15][C@H:14]3[C:16]([OH:19])([CH3:18])[CH3:17])[CH:23]=[C:24]([C:32]([F:33])([F:34])[F:35])[CH:25]=1. The catalyst class is: 45. (6) Reactant: [CH3:1][CH2:2][N:3]([C:6]([C:8]1([C:13]2[CH:14]=[CH:15][CH:16]=[CH:17][CH:18]=2)[CH:10]([CH2:11][NH2:12])[CH2:9]1)=[O:7])[CH2:4][CH3:5].C(OCC)(=O)C.[ClH:25]. Product: [CH3:5][CH2:4][N:3]([C:6]([C:8]1([C:13]2[CH:14]=[CH:15][CH:16]=[CH:17][CH:18]=2)[CH:10]([CH2:11][NH2:12])[CH2:9]1)=[O:7])[CH2:2][CH3:1].[ClH:25].[ClH:25]. The catalyst class is: 32. (7) Reactant: C(OC([NH:8][C:9]1[CH:14]=[CH:13][CH:12]=[CH:11][C:10]=1[NH:15][C:16]([C:18]1[S:19][C:20]([N:23]2[CH2:27][CH2:26][CH2:25][CH2:24]2)=[CH:21][CH:22]=1)=[O:17])=O)(C)(C)C.Cl. Product: [NH2:8][C:9]1[CH:14]=[CH:13][CH:12]=[CH:11][C:10]=1[NH:15][C:16]([C:18]1[S:19][C:20]([N:23]2[CH2:27][CH2:26][CH2:25][CH2:24]2)=[CH:21][CH:22]=1)=[O:17]. The catalyst class is: 12. (8) The catalyst class is: 4. Product: [Cl:1][CH2:2][CH2:3][N:4]([CH2:5][C:6]([F:9])([F:8])[F:7])[C:18](=[O:19])[O:20][C:21]1[CH:26]=[CH:25][CH:24]=[CH:23][CH:22]=1. Reactant: [Cl:1][CH2:2][CH2:3][NH:4][CH2:5][C:6]([F:9])([F:8])[F:7].C(N(CC)CC)C.Cl[C:18]([O:20][C:21]1[CH:26]=[CH:25][CH:24]=[CH:23][CH:22]=1)=[O:19]. (9) Reactant: [Br:1][CH2:2][CH2:3][CH2:4]Br.[C:6]([O:10][C:11]([N:13]1[CH2:18][CH2:17][NH:16][CH2:15][CH2:14]1)=[O:12])([CH3:9])([CH3:8])[CH3:7].C(N(C(C)C)CC)(C)C.C(=O)(O)[O-].[Na+]. Product: [C:6]([O:10][C:11]([N:13]1[CH2:18][CH2:17][N:16]([CH2:4][CH2:3][CH2:2][Br:1])[CH2:15][CH2:14]1)=[O:12])([CH3:9])([CH3:7])[CH3:8]. The catalyst class is: 155.